Dataset: Peptide-MHC class I binding affinity with 185,985 pairs from IEDB/IMGT. Task: Regression. Given a peptide amino acid sequence and an MHC pseudo amino acid sequence, predict their binding affinity value. This is MHC class I binding data. (1) The peptide sequence is ILDDNLYKVY. The MHC is HLA-A11:01 with pseudo-sequence HLA-A11:01. The binding affinity (normalized) is 0.578. (2) The peptide sequence is VLAGGVLAAV. The MHC is HLA-A02:01 with pseudo-sequence HLA-A02:01. The binding affinity (normalized) is 0.810.